This data is from Catalyst prediction with 721,799 reactions and 888 catalyst types from USPTO. The task is: Predict which catalyst facilitates the given reaction. (1) Reactant: [CH2:1]([N:3](CC)CC)[CH3:2].[Br-].[Li+].C(OP(CC#N)(=O)OCC)C.O=[C:22]1[CH2:27][CH2:26][N:25]([C:28]2[CH:33]=[CH:32][C:31]([N:34]3[CH2:38][C@@H:37]([CH2:39][N:40]=[N+:41]=[N-:42])[O:36][C:35]3=[O:43])=[CH:30][CH:29]=2)[CH2:24][CH2:23]1. Product: [C:1]([CH:2]=[C:22]1[CH2:27][CH2:26][N:25]([C:28]2[CH:33]=[CH:32][C:31]([N:34]3[CH2:38][C@@H:37]([CH2:39][N:40]=[N+:41]=[N-:42])[O:36][C:35]3=[O:43])=[CH:30][CH:29]=2)[CH2:24][CH2:23]1)#[N:3]. The catalyst class is: 7. (2) Reactant: [F:1][C:2]1[CH:3]=[C:4]([C@H:8]([NH:11][C:12](=[O:18])[O:13][C:14]([CH3:17])([CH3:16])[CH3:15])[CH2:9][OH:10])[CH:5]=[CH:6][CH:7]=1.C(=O)([O-])[O-].[Cs+].[Cs+].Br[CH2:26][C:27]([O:29][CH2:30][CH3:31])=[O:28]. Product: [CH2:30]([O:29][C:27]([CH2:26][O:10][CH2:9][C@@H:8]([NH:11][C:12](=[O:18])[O:13][C:14]([CH3:15])([CH3:17])[CH3:16])[C:4]1[CH:5]=[CH:6][CH:7]=[C:2]([F:1])[CH:3]=1)=[O:28])[CH3:31]. The catalyst class is: 10.